This data is from Full USPTO retrosynthesis dataset with 1.9M reactions from patents (1976-2016). The task is: Predict the reactants needed to synthesize the given product. (1) Given the product [CH3:1][O:2][C:3](=[O:25])[CH2:4][CH2:5][C:6]1[CH:11]=[CH:10][C:9]([CH2:12][O:13][C:14]2[CH:19]=[C:18]([F:20])[CH:17]=[CH:16][C:15]=2[F:21])=[CH:8][C:7]=1[C:22]([NH:38][C@@H:36]([C:27]1[CH:28]=[CH:29][C:30]2[C:35](=[CH:34][CH:33]=[CH:32][CH:31]=2)[CH:26]=1)[CH3:37])=[O:24], predict the reactants needed to synthesize it. The reactants are: [CH3:1][O:2][C:3](=[O:25])[CH2:4][CH2:5][C:6]1[CH:11]=[CH:10][C:9]([CH2:12][O:13][C:14]2[CH:19]=[C:18]([F:20])[CH:17]=[CH:16][C:15]=2[F:21])=[CH:8][C:7]=1[C:22]([OH:24])=O.[CH:26]1[C:35]2[C:30](=[CH:31][CH:32]=[CH:33][CH:34]=2)[CH:29]=[CH:28][C:27]=1[C@H:36]([NH2:38])[CH3:37].C(N=C=NCCCN(C)C)C.ON1C2C=CC=CC=2N=N1. (2) Given the product [CH2:9]([O:11][C:12](=[O:37])[CH:13]([CH2:14][CH2:15][CH2:16][S:17][C:18]([C:31]1[CH:36]=[CH:35][CH:34]=[CH:33][CH:32]=1)([C:19]1[CH:20]=[CH:21][CH:22]=[CH:23][CH:24]=1)[C:25]1[CH:26]=[CH:27][CH:28]=[CH:29][CH:30]=1)[CH2:39][C:40]([O:42][C:43]([CH3:46])([CH3:45])[CH3:44])=[O:41])[CH3:10], predict the reactants needed to synthesize it. The reactants are: [Li+].CC([N-]C(C)C)C.[CH2:9]([O:11][C:12](=[O:37])[CH2:13][CH2:14][CH2:15][CH2:16][S:17][C:18]([C:31]1[CH:36]=[CH:35][CH:34]=[CH:33][CH:32]=1)([C:25]1[CH:30]=[CH:29][CH:28]=[CH:27][CH:26]=1)[C:19]1[CH:24]=[CH:23][CH:22]=[CH:21][CH:20]=1)[CH3:10].Br[CH2:39][C:40]([O:42][C:43]([CH3:46])([CH3:45])[CH3:44])=[O:41].[Cl-].[NH4+]. (3) Given the product [CH3:19][C:20]1[N:6]([C:7]2[CH:12]=[CH:11][C:10]([Cl:13])=[C:9]([Cl:14])[CH:8]=2)[C:4](=[O:5])[C:3]2[C:2](=[CH:18][CH:17]=[CH:16][CH:15]=2)[N:1]=1, predict the reactants needed to synthesize it. The reactants are: [NH2:1][C:2]1[CH:18]=[CH:17][CH:16]=[CH:15][C:3]=1[C:4]([NH:6][C:7]1[CH:12]=[CH:11][C:10]([Cl:13])=[C:9]([Cl:14])[CH:8]=1)=[O:5].[CH2:19](OC(OCC)(OCC)C)[CH3:20]. (4) Given the product [F:19][C:17]([F:18])([F:20])[C:13]1[CH:12]=[C:11]2[C:16]([C:8]([CH2:3][C:4]([O:6][CH3:7])=[O:5])=[CH:9][NH:10]2)=[CH:15][CH:14]=1, predict the reactants needed to synthesize it. The reactants are: Cl.O=[C:3]([C:8]1[C:16]2[C:11](=[CH:12][C:13]([C:17]([F:20])([F:19])[F:18])=[CH:14][CH:15]=2)[NH:10][CH:9]=1)[C:4]([O:6][CH3:7])=[O:5].O=C(C1C2C(=CC=C(C(F)(F)F)C=2)NC=1)C(OC)=O. (5) Given the product [F:22][C:19]1[CH:20]=[CH:21][C:16]([C:10]2([CH2:5][C:3]#[N:4])[CH2:15][CH2:14][O:13][CH2:12][CH2:11]2)=[CH:17][CH:18]=1, predict the reactants needed to synthesize it. The reactants are: [OH-].[K+].[C:3]([CH:5]([C:10]1([C:16]2[CH:21]=[CH:20][C:19]([F:22])=[CH:18][CH:17]=2)[CH2:15][CH2:14][O:13][CH2:12][CH2:11]1)C(OC)=O)#[N:4].O.